This data is from Full USPTO retrosynthesis dataset with 1.9M reactions from patents (1976-2016). The task is: Predict the reactants needed to synthesize the given product. (1) Given the product [Cl-:24].[Cl-:24].[NH2:1][C:2]1[N:7]=[CH:6][N:5]=[C:4]2[N:8]([CH:11]3[CH2:16][CH2:15][NH2+:14][CH2:13][CH2:12]3)[NH+:9]=[CH:10][C:3]=12, predict the reactants needed to synthesize it. The reactants are: [NH2:1][C:2]1[N:7]=[CH:6][N:5]=[C:4]2[N:8]([CH:11]3[CH2:16][CH2:15][N:14](C(OC(C)(C)C)=O)[CH2:13][CH2:12]3)[N:9]=[CH:10][C:3]=12.[ClH:24].O1CCOCC1. (2) The reactants are: [F:1][C:2]([F:10])([F:9])[CH2:3][CH2:4][CH2:5][C:6]([OH:8])=O.CCN=C=NCCCN(C)C.C1C=CC2N(O)N=NC=2C=1.CCN(C(C)C)C(C)C.Cl.[S:42]1[CH:46]=[CH:45][N:44]=[C:43]1[C:47]1[N:51]=[C:50]([CH:52]2[CH2:57][CH2:56][NH:55][CH2:54][CH2:53]2)[O:49][N:48]=1. Given the product [F:9][C:2]([F:1])([F:10])[CH2:3][CH2:4][CH2:5][C:6]([N:55]1[CH2:54][CH2:53][CH:52]([C:50]2[O:49][N:48]=[C:47]([C:43]3[S:42][CH:46]=[CH:45][N:44]=3)[N:51]=2)[CH2:57][CH2:56]1)=[O:8], predict the reactants needed to synthesize it. (3) Given the product [NH2:20][C:17]1[CH:18]=[CH:19][C:14]([O:13][CH3:12])=[CH:15][C:16]=1[NH:21][C:7]([C:3]1[C:2]([I:1])=[CH:6][NH:5][N:4]=1)=[O:9], predict the reactants needed to synthesize it. The reactants are: [I:1][C:2]1[C:3]([C:7]([OH:9])=O)=[N:4][NH:5][CH:6]=1.Cl.Cl.[CH3:12][O:13][C:14]1[CH:15]=[C:16]([NH2:21])[C:17]([NH2:20])=[CH:18][CH:19]=1.CN(C(ON1N=NC2C=CC=NC1=2)=[N+](C)C)C.F[P-](F)(F)(F)(F)F.C(N(C(C)C)CC)(C)C. (4) Given the product [Si:18]([O:35][C@H:36]1[C@H:41]([C:42]([O:44][CH2:45][CH3:46])=[O:43])[CH2:40][CH2:39][N:38]([C:4]2[C:3]3[C:7](=[CH:8][CH:9]=[CH:10][C:2]=3[F:1])[N:6]([CH:11]3[CH2:16][CH2:15][CH2:14][CH2:13][O:12]3)[N:5]=2)[CH2:37]1)([C:31]([CH3:32])([CH3:33])[CH3:34])([C:25]1[CH:30]=[CH:29][CH:28]=[CH:27][CH:26]=1)[C:19]1[CH:24]=[CH:23][CH:22]=[CH:21][CH:20]=1, predict the reactants needed to synthesize it. The reactants are: [F:1][C:2]1[CH:10]=[CH:9][CH:8]=[C:7]2[C:3]=1[C:4](I)=[N:5][N:6]2[CH:11]1[CH2:16][CH2:15][CH2:14][CH2:13][O:12]1.[Si:18]([O:35][C@H:36]1[C@H:41]([C:42]([O:44][CH2:45][CH3:46])=[O:43])[CH2:40][CH2:39][NH:38][CH2:37]1)([C:31]([CH3:34])([CH3:33])[CH3:32])([C:25]1[CH:30]=[CH:29][CH:28]=[CH:27][CH:26]=1)[C:19]1[CH:24]=[CH:23][CH:22]=[CH:21][CH:20]=1.C([O-])([O-])=O.[Cs+].[Cs+].CC(OC1C=CC=C(OC(C)C)C=1C1C(P(C2CCCCC2)C2CCCCC2)=CC=CC=1)C. (5) The reactants are: [Cl:1]C(N(C)C)=C(C)C.[CH3:9][N:10]1[CH:14]=[C:13]([NH:15][C:16]([O:18][C:19]([CH3:22])([CH3:21])[CH3:20])=[O:17])[N:12]=[C:11]1[C:23]([OH:25])=O. Given the product [CH3:9][N:10]1[CH:14]=[C:13]([NH:15][C:16]([O:18][C:19]([CH3:22])([CH3:21])[CH3:20])=[O:17])[N:12]=[C:11]1[C:23]([Cl:1])=[O:25], predict the reactants needed to synthesize it. (6) Given the product [Cl:1][C:2]1[CH:7]=[C:6]([CH2:13][C:14]([CH3:17])([CH3:16])[CH3:15])[N:5]=[CH:4][N:3]=1, predict the reactants needed to synthesize it. The reactants are: [Cl:1][C:2]1[CH:7]=[C:6](Cl)[N:5]=[CH:4][N:3]=1.C(Cl)Cl.[I-].[CH2:13]([Zn+])[C:14]([CH3:17])([CH3:16])[CH3:15].